Dataset: Reaction yield outcomes from USPTO patents with 853,638 reactions. Task: Predict the reaction yield, written as a fraction of the theoretical maximum amount of product (1.0 means a 100% yield; for example, 0.34 means a 34% yield). (1) The reactants are [CH2:1]([C:6]1[CH:11]=[CH:10][C:9]([NH:12][C:13](=[O:15])[CH3:14])=[CH:8][CH:7]=1)[C:2]([CH3:5])([CH3:4])[CH3:3].[N+:16]([O-])([OH:18])=[O:17].O. The catalyst is C(OC(=O)C)(=O)C. The product is [CH2:1]([C:6]1[CH:7]=[CH:8][C:9]([NH:12][C:13](=[O:15])[CH3:14])=[C:10]([N+:16]([O-:18])=[O:17])[CH:11]=1)[C:2]([CH3:5])([CH3:4])[CH3:3]. The yield is 0.970. (2) The reactants are C([O-])([O-])=O.[K+].[K+].[CH3:7][O:8][C:9]1[CH:14]=[C:13]([CH2:15][CH3:16])[CH:12]=[CH:11][C:10]=1[OH:17].F[C:19]1[CH:24]=[CH:23][C:22]([N+:25]([O-:27])=[O:26])=[CH:21][C:20]=1[C:28]([F:31])([F:30])[F:29]. The catalyst is C(#N)C. The product is [CH2:15]([C:13]1[CH:12]=[CH:11][C:10]([O:17][C:19]2[CH:24]=[CH:23][C:22]([N+:25]([O-:27])=[O:26])=[CH:21][C:20]=2[C:28]([F:29])([F:30])[F:31])=[C:9]([O:8][CH3:7])[CH:14]=1)[CH3:16]. The yield is 0.950. (3) The reactants are [CH3:13][C:12]([O:11][C:9](O[C:9]([O:11][C:12]([CH3:15])([CH3:14])[CH3:13])=[O:10])=[O:10])([CH3:15])[CH3:14].[NH2:16][CH2:17][C:18]1[CH:19]=[C:20]([CH:22]=[CH:23][CH:24]=1)[NH2:21].CCN(CC)CC. The catalyst is CO. The product is [NH2:21][C:20]1[CH:19]=[C:18]([CH:24]=[CH:23][CH:22]=1)[CH2:17][NH:16][C:9](=[O:10])[O:11][C:12]([CH3:13])([CH3:14])[CH3:15]. The yield is 0.940.